Dataset: Reaction yield outcomes from USPTO patents with 853,638 reactions. Task: Predict the reaction yield, written as a fraction of the theoretical maximum amount of product (1.0 means a 100% yield; for example, 0.34 means a 34% yield). (1) The reactants are N(C(N1CCCCC1)=O)=NC(N1CCCCC1)=O.C(P(CCCC)CCCC)CCC.[C:32]([O:36][C:37]([N:39]1[CH2:42][CH2:41][C@@H:40]1[CH2:43][OH:44])=[O:38])([CH3:35])([CH3:34])[CH3:33].[O:45]([CH2:52][C@H:53]1[CH2:55][C@@H:54]1[C:56]1[CH:57]=[C:58](O)[CH:59]=[N:60][CH:61]=1)[C:46]1[CH:51]=[CH:50][CH:49]=[CH:48][CH:47]=1. The catalyst is C1(C)C=CC=CC=1. The product is [C:32]([O:36][C:37]([N:39]1[CH2:42][CH2:41][C@H:40]1[CH2:43][O:44][C:58]1[CH:59]=[N:60][CH:61]=[C:56]([C@H:54]2[CH2:55][C@@H:53]2[CH2:52][O:45][C:46]2[CH:51]=[CH:50][CH:49]=[CH:48][CH:47]=2)[CH:57]=1)=[O:38])([CH3:35])([CH3:34])[CH3:33]. The yield is 0.900. (2) The reactants are Br[C:2]1[CH:10]=[C:9]2[C:5]([CH:6]=[N:7][N:8]2[CH3:11])=[CH:4][C:3]=1[CH3:12].[B:13]1([B:13]2[O:17][C:16]([CH3:19])([CH3:18])[C:15]([CH3:21])([CH3:20])[O:14]2)[O:17][C:16]([CH3:19])([CH3:18])[C:15]([CH3:21])([CH3:20])[O:14]1.C([O-])(=O)C.[K+].CC(=O)OCC.[Cl-].[Na+].O. The catalyst is O1CCOCC1. The product is [CH3:11][N:8]1[C:9]2[C:5](=[CH:4][C:3]([CH3:12])=[C:2]([B:13]3[O:17][C:16]([CH3:19])([CH3:18])[C:15]([CH3:21])([CH3:20])[O:14]3)[CH:10]=2)[CH:6]=[N:7]1. The yield is 0.835. (3) The yield is 0.750. The reactants are [CH3:1][C:2]1[CH:7]=[CH:6][CH:5]=[C:4]([CH3:8])[C:3]=1[NH:9][C:10]([NH:12]C(=O)C1C=CC=CC=1)=[S:11].[OH-].[Na+]. The product is [CH3:8][C:4]1[CH:5]=[CH:6][CH:7]=[C:2]([CH3:1])[C:3]=1[NH:9][C:10]([NH2:12])=[S:11]. No catalyst specified. (4) The reactants are Cl.[C:2]([CH:10]1[CH2:15][CH2:14][NH:13][CH2:12][CH2:11]1)(=[O:9])[C:3]1[CH:8]=[CH:7][CH:6]=[CH:5][CH:4]=1.Cl[C:17]1[CH:22]=[CH:21][C:20]([N+:23]([O-:25])=[O:24])=[CH:19][N:18]=1.C(=O)([O-])[O-].[K+].[K+]. The catalyst is C(#N)C.C(OCC)(=O)C. The product is [N+:23]([C:20]1[CH:21]=[CH:22][C:17]([N:13]2[CH2:14][CH2:15][CH:10]([C:2]([C:3]3[CH:8]=[CH:7][CH:6]=[CH:5][CH:4]=3)=[O:9])[CH2:11][CH2:12]2)=[N:18][CH:19]=1)([O-:25])=[O:24]. The yield is 0.890. (5) The reactants are [CH3:1][O:2][C:3]1[C:11]([O:12][CH3:13])=[CH:10][CH:9]=[CH:8][C:4]=1[C:5]([OH:7])=O.[CH2:14]([NH2:18])[CH2:15][CH2:16][CH3:17].Cl.C(N=C=NCCCN(C)C)C. The yield is 0.940. The catalyst is C(Cl)Cl.CN(C1C=CN=CC=1)C. The product is [CH2:14]([NH:18][C:5](=[O:7])[C:4]1[CH:8]=[CH:9][CH:10]=[C:11]([O:12][CH3:13])[C:3]=1[O:2][CH3:1])[CH2:15][CH2:16][CH3:17]. (6) The reactants are [CH2:1]([N:8]1[CH:16]=[C:15]2[C:10]([CH:11]=[C:12]([C:17]3[CH:18]=[C:19]([CH:27]4[CH2:31][CH2:30][NH:29][CH2:28]4)[N:20]4[C:25]=3[C:24]([NH2:26])=[N:23][CH:22]=[N:21]4)[CH:13]=[CH:14]2)=[N:9]1)[C:2]1[CH:7]=[CH:6][CH:5]=[CH:4][CH:3]=1.Cl[CH2:33][C:34]([N:36]([CH3:38])[CH3:37])=[O:35]. No catalyst specified. The product is [NH2:26][C:24]1[C:25]2=[C:17]([C:12]3[CH:13]=[CH:14][C:15]4[C:10]([CH:11]=3)=[N:9][N:8]([CH2:1][C:2]3[CH:3]=[CH:4][CH:5]=[CH:6][CH:7]=3)[CH:16]=4)[CH:18]=[C:19]([CH:27]3[CH2:31][CH2:30][N:29]([CH2:33][C:34]([N:36]([CH3:38])[CH3:37])=[O:35])[CH2:28]3)[N:20]2[N:21]=[CH:22][N:23]=1. The yield is 0.460. (7) The reactants are [CH3:1][O:2][CH2:3][C:4]1[CH:9]=[CH:8][CH:7]=[CH:6][C:5]=1[C:10]1[N:15]2[N:16]=[C:17]([NH:19][C:20]3[CH:30]=[CH:29][C:23]4[CH2:24][CH2:25][NH:26][CH2:27][CH2:28][C:22]=4[CH:21]=3)[N:18]=[C:14]2[CH:13]=[CH:12][CH:11]=1.C(=O)([O-])[O-].[K+].[K+].Cl[CH2:38][CH2:39][S:40]([CH3:43])(=[O:42])=[O:41].[I-].[Na+]. The catalyst is CN(C)C=O.C(OCC)(=O)C. The product is [CH3:43][S:40]([CH2:39][CH2:38][N:26]1[CH2:27][CH2:28][C:22]2[CH:21]=[C:20]([NH:19][C:17]3[N:18]=[C:14]4[CH:13]=[CH:12][CH:11]=[C:10]([C:5]5[CH:6]=[CH:7][CH:8]=[CH:9][C:4]=5[CH2:3][O:2][CH3:1])[N:15]4[N:16]=3)[CH:30]=[CH:29][C:23]=2[CH2:24][CH2:25]1)(=[O:42])=[O:41]. The yield is 0.490.